Dataset: Forward reaction prediction with 1.9M reactions from USPTO patents (1976-2016). Task: Predict the product of the given reaction. (1) Given the reactants [CH2:1]([N:8]1[CH2:13][CH2:12][C:11]2([C:21]3[C:16](=[CH:17][CH:18]=[CH:19][C:20]=3Br)[N:15]([C:23]([O:25][C:26]([CH3:29])([CH3:28])[CH3:27])=[O:24])[CH2:14]2)[CH2:10][CH2:9]1)[C:2]1[CH:7]=[CH:6][CH:5]=[CH:4][CH:3]=1.[CH:30](=[O:32])[CH3:31], predict the reaction product. The product is: [CH2:1]([N:8]1[CH2:13][CH2:12][C:11]2([C:21]3[C:16](=[CH:17][CH:18]=[CH:19][C:20]=3[CH:30]([OH:32])[CH3:31])[N:15]([C:23]([O:25][C:26]([CH3:29])([CH3:28])[CH3:27])=[O:24])[CH2:14]2)[CH2:10][CH2:9]1)[C:2]1[CH:7]=[CH:6][CH:5]=[CH:4][CH:3]=1. (2) Given the reactants [NH2:1][C:2]1[CH:7]=[CH:6][C:5]([N:8]2[CH2:12][CH2:11][CH:10]([N:13]([CH3:15])[CH3:14])[CH2:9]2)=[CH:4][CH:3]=1.Cl[CH2:17][CH2:18][C:19]1[CH:27]=[C:26]([O:28]C)[CH:25]=[CH:24][C:20]=1[C:21](Cl)=[O:22], predict the reaction product. The product is: [CH3:14][N:13]([CH3:15])[CH:10]1[CH2:11][CH2:12][N:8]([C:5]2[CH:6]=[CH:7][C:2]([N:1]3[CH2:17][CH2:18][C:19]4[C:20](=[CH:24][CH:25]=[C:26]([OH:28])[CH:27]=4)[C:21]3=[O:22])=[CH:3][CH:4]=2)[CH2:9]1. (3) Given the reactants [CH3:1][NH:2][C:3]1[C:8]([CH:9]=O)=[CH:7][N:6]=[C:5]2[NH:11][CH:12]=[CH:13][C:4]=12.[F:14][C:15]1[C:21]([O:22][CH3:23])=[CH:20][C:19]([O:24][CH3:25])=[C:18]([F:26])[C:16]=1[NH2:17].CC1(C)[C@]2(CS(O)(=O)=O)C(C[C@H]1CC2)=O.O, predict the reaction product. The product is: [F:14][C:15]1[C:21]([O:22][CH3:23])=[CH:20][C:19]([O:24][CH3:25])=[C:18]([F:26])[C:16]=1/[N:17]=[CH:9]/[C:8]1[CH:7]=[N:6][C:5]2[NH:11][CH:12]=[CH:13][C:4]=2[C:3]=1[NH:2][CH3:1]. (4) Given the reactants C(Cl)(=O)C(Cl)=O.CS(C)=O.[CH2:11]([O:13][C:14]([N:16]1[CH2:21][CH2:20][CH:19]([NH:22][S:23]([C:26]2[C:35]3[C:30](=[CH:31][CH:32]=[CH:33][CH:34]=3)[C:29]([CH:36]([OH:38])[CH3:37])=[CH:28][CH:27]=2)(=[O:25])=[O:24])[CH2:18][CH2:17]1)=[O:15])[CH3:12].C(N(CC)CC)C, predict the reaction product. The product is: [CH2:11]([O:13][C:14]([N:16]1[CH2:21][CH2:20][CH:19]([NH:22][S:23]([C:26]2[C:35]3[C:30](=[CH:31][CH:32]=[CH:33][CH:34]=3)[C:29]([C:36](=[O:38])[CH3:37])=[CH:28][CH:27]=2)(=[O:24])=[O:25])[CH2:18][CH2:17]1)=[O:15])[CH3:12]. (5) The product is: [Br:32][CH2:11][C:2]1[CH2:3][CH2:4][C:5]2([CH2:10][CH2:9][CH2:8][CH2:7][CH2:6]2)[CH:1]=1. Given the reactants [CH:1]1[C:5]2([CH2:10][CH2:9][CH2:8][CH2:7][CH2:6]2)[CH2:4][CH2:3][C:2]=1[CH2:11]O.C1(P(C2C=CC=CC=2)C2C=CC=CC=2)C=CC=CC=1.[Br:32]N1C(=O)CCC1=O, predict the reaction product. (6) The product is: [Cl:19][C:16]1[CH:17]=[CH:18][C:11]2[CH2:10][CH2:9][NH:8][CH2:14][CH2:13][C:12]=2[C:15]=1[NH:20][CH2:21][C:22]1[CH:27]=[CH:26][C:25]([S:28][CH2:29][C:30](=[O:37])[NH:31][CH2:32][C:33]([CH3:35])([CH3:34])[CH3:36])=[CH:24][CH:23]=1. Given the reactants C(OC([N:8]1[CH2:14][CH2:13][C:12]2[C:15]([NH:20][CH2:21][C:22]3[CH:27]=[CH:26][C:25]([S:28][CH2:29][C:30](=[O:37])[NH:31][CH2:32][C:33]([CH3:36])([CH3:35])[CH3:34])=[CH:24][CH:23]=3)=[C:16]([Cl:19])[CH:17]=[CH:18][C:11]=2[CH2:10][CH2:9]1)=O)(C)(C)C.Cl.O1CCOCC1, predict the reaction product. (7) Given the reactants Br[CH2:2][CH2:3][O:4][C:5]1[C:10]([O:11][CH2:12][CH2:13][CH2:14][C:15]2[CH:20]=[CH:19][CH:18]=[CH:17][CH:16]=2)=[C:9]([O:21][CH3:22])[C:8]([Cl:23])=[C:7]([CH3:24])[C:6]=1[C:25](=[O:27])[CH3:26].Cl.[F:29][C:30]1([F:34])[CH2:33][NH:32][CH2:31]1, predict the reaction product. The product is: [Cl:23][C:8]1[C:7]([CH3:24])=[C:6]([C:25](=[O:27])[CH3:26])[C:5]([O:4][CH2:3][CH2:2][N:32]2[CH2:33][C:30]([F:34])([F:29])[CH2:31]2)=[C:10]([O:11][CH2:12][CH2:13][CH2:14][C:15]2[CH:20]=[CH:19][CH:18]=[CH:17][CH:16]=2)[C:9]=1[O:21][CH3:22].